Dataset: Forward reaction prediction with 1.9M reactions from USPTO patents (1976-2016). Task: Predict the product of the given reaction. (1) Given the reactants F[C:2]1[CH:3]=[N:4][C:5]2[C:10]([N:11]=1)=[C:9]([C:12]1[NH:20][C:19]3[CH2:18][CH2:17][NH:16][C:15](=[O:21])[C:14]=3[CH:13]=1)[CH:8]=[CH:7][CH:6]=2.[CH3:22][C:23]1(C)C[CH2:26][CH2:25][NH:24]1, predict the reaction product. The product is: [CH2:23]([N:24]([CH2:25][CH3:26])[C:2]1[CH:3]=[N:4][C:5]2[C:10]([N:11]=1)=[C:9]([C:12]1[NH:20][C:19]3[CH2:18][CH2:17][NH:16][C:15](=[O:21])[C:14]=3[CH:13]=1)[CH:8]=[CH:7][CH:6]=2)[CH3:22]. (2) Given the reactants [NH2:1][C@H:2]1[C:11]2[C:6](=[CH:7][CH:8]=[C:9]([F:12])[CH:10]=2)[N:5]([C:13](=[O:15])[CH3:14])[C@@H:4]([CH3:16])[C@@H:3]1[CH3:17].CC(C)([O-])C.[Na+].Cl[C:25]1[N:32]=[C:31]([CH3:33])[CH:30]=[CH:29][C:26]=1[C:27]#[N:28], predict the reaction product. The product is: [C:13]([N:5]1[C:6]2[C:11](=[CH:10][C:9]([F:12])=[CH:8][CH:7]=2)[C@H:2]([NH:1][C:25]2[N:32]=[C:31]([CH3:33])[CH:30]=[CH:29][C:26]=2[C:27]#[N:28])[C@@H:3]([CH3:17])[C@@H:4]1[CH3:16])(=[O:15])[CH3:14]. (3) Given the reactants [NH2:1][C@H:2]1[CH2:6][CH2:5][N:4]([C:7]2[CH:16]=[CH:15][C:14]3[C:9](=[CH:10][CH:11]=[C:12]([Cl:29])[C:13]=3[NH:17][C:18](=[O:28])[CH2:19][CH2:20][C:21]3[CH:26]=[CH:25][CH:24]=[CH:23][C:22]=3[Cl:27])[N:8]=2)[CH2:3]1.[Si:30]([O:37][CH2:38][CH:39]=O)([C:33]([CH3:36])([CH3:35])[CH3:34])([CH3:32])[CH3:31], predict the reaction product. The product is: [Cl:27][C:22]1[CH:23]=[CH:24][CH:25]=[CH:26][C:21]=1[CH2:20][CH2:19][C:18]([NH:17][C:13]1[C:12]([Cl:29])=[CH:11][CH:10]=[C:9]2[C:14]=1[CH:15]=[CH:16][C:7]([N:4]1[CH2:5][CH2:6][C@H:2]([NH:1][CH2:39][CH2:38][O:37][Si:30]([C:33]([CH3:36])([CH3:35])[CH3:34])([CH3:32])[CH3:31])[CH2:3]1)=[N:8]2)=[O:28]. (4) Given the reactants [CH3:1][S:2]([OH:5])(=[O:4])=[O:3].[CH3:6][N:7]([CH2:14][CH2:15][O:16][C:17]1[CH:30]=[CH:29][C:20]([CH2:21][CH:22]2[S:26][C:25](=[O:27])[NH:24][C:23]2=[O:28])=[CH:19][CH:18]=1)[C:8]1[CH:13]=[CH:12][CH:11]=[CH:10][N:9]=1.C(O)C, predict the reaction product. The product is: [CH3:1][S:2]([OH:5])(=[O:4])=[O:3].[CH3:6][N:7]([CH2:14][CH2:15][O:16][C:17]1[CH:30]=[CH:29][C:20]([CH2:21][CH:22]2[S:26][C:25](=[O:27])[NH:24][C:23]2=[O:28])=[CH:19][CH:18]=1)[C:8]1[CH:13]=[CH:12][CH:11]=[CH:10][N:9]=1.